This data is from Forward reaction prediction with 1.9M reactions from USPTO patents (1976-2016). The task is: Predict the product of the given reaction. (1) Given the reactants [I:1][C:2]1[C:6]([CH:7]=O)=[CH:5][N:4]([CH:9]2[CH2:14][CH2:13][CH2:12][CH2:11][O:10]2)[N:3]=1.[CH3:15][NH:16][CH2:17][CH2:18][NH:19][C:20](=[O:26])[O:21][C:22]([CH3:25])([CH3:24])[CH3:23].[BH-](OC(C)=O)(OC(C)=O)OC(C)=O.[Na+], predict the reaction product. The product is: [I:1][C:2]1[C:6]([CH2:7][N:16]([CH3:15])[CH2:17][CH2:18][NH:19][C:20](=[O:26])[O:21][C:22]([CH3:23])([CH3:24])[CH3:25])=[CH:5][N:4]([CH:9]2[CH2:14][CH2:13][CH2:12][CH2:11][O:10]2)[N:3]=1. (2) Given the reactants [CH3:1][O:2][C:3](=[O:22])[C:4]([NH:10][C:11]1[CH:12]=[C:13]([CH3:21])[CH:14]=[C:15]2[C:20]=1[N:19]=[CH:18][CH:17]=[CH:16]2)=[CH:5][C:6]([O:8]C)=O, predict the reaction product. The product is: [CH3:1][O:2][C:3]([C:4]1[NH:10][C:11]2[C:12]([C:6](=[O:8])[CH:5]=1)=[C:13]([CH3:21])[CH:14]=[C:15]1[C:20]=2[N:19]=[CH:18][CH:17]=[CH:16]1)=[O:22]. (3) Given the reactants [F:1][C:2]([F:7])([F:6])[C:3]([OH:5])=[O:4].[CH2:8]([NH:10][CH2:11][C:12]1[CH:13]=[C:14]([C:19]2[CH:20]=[C:21]3[C:25](=[C:26]([C:28]([NH2:30])=[O:29])[CH:27]=2)[NH:24][CH:23]=[C:22]3[CH:31]2[CH2:36][CH2:35][N:34]([S:37]([CH2:40][CH3:41])(=[O:39])=[O:38])[CH2:33][CH2:32]2)[CH:15]=[CH:16][C:17]=1[F:18])[CH3:9].[CH2:42](N)C, predict the reaction product. The product is: [F:1][C:2]([F:7])([F:6])[C:3]([OH:5])=[O:4].[CH:8]1([NH:10][CH2:11][C:12]2[CH:13]=[C:14]([C:19]3[CH:20]=[C:21]4[C:25](=[C:26]([C:28]([NH2:30])=[O:29])[CH:27]=3)[NH:24][CH:23]=[C:22]4[CH:31]3[CH2:32][CH2:33][N:34]([S:37]([CH2:40][CH3:41])(=[O:39])=[O:38])[CH2:35][CH2:36]3)[CH:15]=[CH:16][C:17]=2[F:18])[CH2:42][CH2:9]1. (4) Given the reactants [CH2:1]1[C:5]2([CH2:10][CH2:9][C:8](=O)[CH2:7][CH2:6]2)[CH2:4][CH2:3][CH2:2]1.[C:12]([O:16][NH:17][NH:18][C:19]([NH:21][NH2:22])=[O:20])([CH3:15])([CH3:14])[CH3:13], predict the reaction product. The product is: [CH2:1]1[C:5]2([CH2:10][CH2:9][C:8](=[N:22][NH:21][C:19](=[O:20])[NH:18][NH:17][O:16][C:12]([CH3:14])([CH3:13])[CH3:15])[CH2:7][CH2:6]2)[CH2:4][CH2:3][CH2:2]1. (5) Given the reactants [CH:1]1([C:6]2[C:20]([O:21][CH3:22])=[CH:19][CH:18]=[CH:17][C:7]=2[O:8][C:9]2[CH:16]=[CH:15][C:12]([C:13]#[N:14])=[CH:11][CH:10]=2)[CH2:5][CH2:4][CH2:3][CH2:2]1.[Br:23]N1C(=O)CCC1=O.C(OCC)C.O, predict the reaction product. The product is: [Br:23][C:17]1[C:7]([O:8][C:9]2[CH:16]=[CH:15][C:12]([C:13]#[N:14])=[CH:11][CH:10]=2)=[C:6]([CH:1]2[CH2:2][CH2:3][CH2:4][CH2:5]2)[C:20]([O:21][CH3:22])=[CH:19][CH:18]=1.